The task is: Predict which catalyst facilitates the given reaction.. This data is from Catalyst prediction with 721,799 reactions and 888 catalyst types from USPTO. (1) Reactant: [Si:1]([CH2:11][CH2:12][CH2:13][NH:14][C:15]([NH:17][CH2:18][CH2:19]Cl)=[O:16])([O:8][CH2:9][CH3:10])([O:5][CH2:6][CH3:7])[O:2][CH2:3][CH3:4].[S-2:21].[Na+].[Na+]. Product: [Si:1]([CH2:11][CH2:12][CH2:13][NH:14][C:15]([NH:17][CH2:18][CH2:19][S:21][CH2:19][CH2:18][NH:17][C:15]([NH:14][CH2:13][CH2:12][CH2:11][Si:1]([O:2][CH2:3][CH3:4])([O:5][CH2:6][CH3:7])[O:8][CH2:9][CH3:10])=[O:16])=[O:16])([O:8][CH2:9][CH3:10])([O:5][CH2:6][CH3:7])[O:2][CH2:3][CH3:4]. The catalyst class is: 8. (2) Reactant: CC([O-])(C)C.[K+].[C:7]([CH2:9]P(=O)(OCC)OCC)#[N:8].[CH3:18][C@@:19]12[C:27](=O)[CH2:26][CH2:25][C@H:24]1[C@@H:23]1[CH2:29][CH:30]=[C:31]3[CH2:36][C@@H:35]([OH:37])[CH2:34][CH2:33][C@:32]3([CH3:38])[C@H:22]1[CH2:21][CH2:20]2. Product: [OH:37][C@H:35]1[CH2:34][CH2:33][C@@:32]2([CH3:38])[C:31](=[CH:30][CH2:29][C@@H:23]3[C@@H:22]2[CH2:21][CH2:20][C@@:19]2([CH3:18])[C@H:24]3[CH2:25][CH2:26][C:27]2=[CH:9][C:7]#[N:8])[CH2:36]1. The catalyst class is: 1. (3) Reactant: [F:1][C:2]([P:45](=[O:48])([O-:47])[O-:46])([F:44])[CH2:3][C@@H:4]([C:25](=[O:43])[CH2:26][CH2:27][CH2:28][CH2:29][CH2:30][CH2:31][CH2:32]/[CH:33]=[CH:34]\[CH2:35][CH2:36][CH2:37][CH2:38][CH2:39][CH2:40][CH2:41][CH3:42])[CH2:5][C:6](=[O:24])[CH2:7][CH2:8][CH2:9][CH2:10][CH2:11][CH2:12][CH2:13]/[CH:14]=[CH:15]\[CH2:16][CH2:17][CH2:18][CH2:19][CH2:20][CH2:21][CH2:22][CH3:23].[Na+:49].[Na+]. Product: [F:44][C:2]([P:45](=[O:46])([O-:47])[O-:48])([F:1])[CH2:3][C@H:4]([C:25](=[O:43])[CH2:26][CH2:27][CH2:28][CH2:29][CH2:30][CH2:31][CH2:32]/[CH:33]=[CH:34]\[CH2:35][CH2:36][CH2:37][CH2:38][CH2:39][CH2:40][CH2:41][CH3:42])[CH2:5][C:6](=[O:24])[CH2:7][CH2:8][CH2:9][CH2:10][CH2:11][CH2:12][CH2:13]/[CH:14]=[CH:15]\[CH2:16][CH2:17][CH2:18][CH2:19][CH2:20][CH2:21][CH2:22][CH3:23].[Na+:49].[Na+:49]. The catalyst class is: 5. (4) Reactant: [CH3:1][C:2]([O:14][CH2:15][CH2:16][CH3:17])([CH3:13])[CH2:3][NH:4][C:5]1[N:6]=[CH:7][NH:8][C:9]=1[C:10]([NH2:12])=[O:11].C(N=[C:27]=[S:28])(=O)C1C=CC=CC=1. Product: [CH2:15]([O:14][C:2]([CH3:1])([CH3:13])[CH2:3][N:4]1[C:5]2[N:6]=[CH:7][NH:8][C:9]=2[C:10](=[O:11])[NH:12][C:27]1=[S:28])[CH2:16][CH3:17]. The catalyst class is: 4. (5) Reactant: [Cl:1][C:2]1[CH:7]=[C:6]([CH3:8])[CH:5]=[C:4]([CH3:9])[C:3]=1[CH:10]([C:14]([OH:16])=O)[C:11](O)=[O:12].S(Cl)([Cl:19])=O. Product: [Cl:1][C:2]1[CH:7]=[C:6]([CH3:8])[CH:5]=[C:4]([CH3:9])[C:3]=1[C:10]([C:14]([Cl:19])=[O:16])=[C:11]=[O:12]. The catalyst class is: 11. (6) Reactant: [I:1][C:2]1[CH:8]=[CH:7][CH:6]=[CH:5][C:3]=1[NH2:4].[CH3:9][O:10][C:11]1[CH:16]=[CH:15][C:14]([S:17](Cl)(=[O:19])=[O:18])=[CH:13][CH:12]=1.C(O)C. Product: [I:1][C:2]1[CH:8]=[CH:7][CH:6]=[CH:5][C:3]=1[NH:4][S:17]([C:14]1[CH:13]=[CH:12][C:11]([O:10][CH3:9])=[CH:16][CH:15]=1)(=[O:19])=[O:18]. The catalyst class is: 17. (7) Reactant: [NH2:1][C:2]1[CH:3]=[C:4]([CH:7]=[CH:8][N:9]=1)[C:5]#[N:6].CCN(C(C)C)C(C)C.[C:19](Cl)(=[O:21])[CH3:20].C(OC(=O)C)C.O. Product: [C:5]([C:4]1[CH:7]=[CH:8][N:9]=[C:2]([NH:1][C:19](=[O:21])[CH3:20])[CH:3]=1)#[N:6]. The catalyst class is: 1. (8) Reactant: [C:1]([C:3]1[CH:8]=[CH:7][N:6]=[C:5]([C:9]2[CH:10]=[C:11]([CH:28]=[CH:29][CH:30]=2)[CH2:12][O:13][C:14]2[CH:19]=[CH:18][CH:17]=[CH:16][C:15]=2[CH2:20][C:21]([O:23][C:24]([CH3:27])([CH3:26])[CH3:25])=[O:22])[N:4]=1)#[N:2]. Product: [NH2:2][CH2:1][C:3]1[CH:8]=[CH:7][N:6]=[C:5]([C:9]2[CH:10]=[C:11]([CH:28]=[CH:29][CH:30]=2)[CH2:12][O:13][C:14]2[CH:19]=[CH:18][CH:17]=[CH:16][C:15]=2[CH2:20][C:21]([O:23][C:24]([CH3:26])([CH3:27])[CH3:25])=[O:22])[N:4]=1. The catalyst class is: 19. (9) Reactant: C([O:3][C:4]([C:6]1[N:7]=[C:8]([SH:18])[NH:9][C:10]=1[C:11]1[CH:16]=[CH:15][C:14]([F:17])=[CH:13][CH:12]=1)=[O:5])C.C([O-])([O-])=O.[K+].[K+].Cl.Cl[CH2:27][CH2:28][N:29]([CH3:31])[CH3:30].[OH-].[Na+]. Product: [CH3:30][N:29]([CH3:31])[CH2:28][CH2:27][S:18][C:8]1[NH:9][C:10]([C:11]2[CH:12]=[CH:13][C:14]([F:17])=[CH:15][CH:16]=2)=[C:6]([C:4]([OH:3])=[O:5])[N:7]=1. The catalyst class is: 14.